This data is from Reaction yield outcomes from USPTO patents with 853,638 reactions. The task is: Predict the reaction yield, written as a fraction of the theoretical maximum amount of product (1.0 means a 100% yield; for example, 0.34 means a 34% yield). The reactants are [CH3:1][O:2][C:3]1[CH:4]=[C:5]([CH2:19][NH2:20])[CH:6]=[C:7]([C:9]2[CH:14]=[CH:13][C:12]([C:15]([F:18])([F:17])[F:16])=[CH:11][CH:10]=2)[CH:8]=1.[CH2:21]([N:23]([CH2:34][C:35](O)=[O:36])[S:24]([C:27]1[CH:32]=[CH:31][C:30]([F:33])=[CH:29][CH:28]=1)(=[O:26])=[O:25])[CH3:22].CN(C(ON1N=NC2C=CC=NC1=2)=[N+](C)C)C.F[P-](F)(F)(F)(F)F.C(N(CC)C(C)C)(C)C.OS([O-])(=O)=O.[K+]. The catalyst is C(Cl)Cl. The product is [CH2:21]([N:23]([S:24]([C:27]1[CH:28]=[CH:29][C:30]([F:33])=[CH:31][CH:32]=1)(=[O:26])=[O:25])[CH2:34][C:35]([NH:20][CH2:19][C:5]1[CH:6]=[C:7]([C:9]2[CH:10]=[CH:11][C:12]([C:15]([F:17])([F:16])[F:18])=[CH:13][CH:14]=2)[CH:8]=[C:3]([O:2][CH3:1])[CH:4]=1)=[O:36])[CH3:22]. The yield is 0.470.